Task: Predict the product of the given reaction.. Dataset: Forward reaction prediction with 1.9M reactions from USPTO patents (1976-2016) Given the reactants [Br:1][C:2]1[C:7]([NH:8][S:9]([C:12]2[CH:17]=[CH:16][C:15]([O:18][C:19]3[CH:24]=[CH:23][CH:22]=[CH:21][CH:20]=3)=[CH:14][CH:13]=2)(=[O:11])=[O:10])=[CH:6][CH:5]=[CH:4][N:3]=1.C([O-])([O-])=O.[K+].[K+].[CH2:31](Br)[C:32]1[CH:37]=[CH:36][CH:35]=[CH:34][CH:33]=1, predict the reaction product. The product is: [CH2:31]([N:8]([C:7]1[C:2]([Br:1])=[N:3][CH:4]=[CH:5][CH:6]=1)[S:9]([C:12]1[CH:17]=[CH:16][C:15]([O:18][C:19]2[CH:20]=[CH:21][CH:22]=[CH:23][CH:24]=2)=[CH:14][CH:13]=1)(=[O:11])=[O:10])[C:32]1[CH:37]=[CH:36][CH:35]=[CH:34][CH:33]=1.